Predict the reactants needed to synthesize the given product. From a dataset of Full USPTO retrosynthesis dataset with 1.9M reactions from patents (1976-2016). (1) Given the product [C:28]([CH2:27][C:23]1([N:21]2[CH:22]=[C:18]([C:17]3[C:12]4[CH:11]=[CH:10][N:9]([CH2:8][O:7][CH2:6][CH2:5][Si:4]([CH3:30])([CH3:3])[CH3:31])[C:13]=4[N:14]=[CH:15][N:16]=3)[CH:19]=[N:20]2)[CH2:24][N:25]([C:33]2[CH:42]=[CH:41][C:36]([C:37]([O:39][CH3:40])=[O:38])=[CH:35][CH:34]=2)[CH2:26]1)#[N:29], predict the reactants needed to synthesize it. The reactants are: Cl.Cl.[CH3:3][Si:4]([CH3:31])([CH3:30])[CH2:5][CH2:6][O:7][CH2:8][N:9]1[C:13]2[N:14]=[CH:15][N:16]=[C:17]([C:18]3[CH:19]=[N:20][N:21]([C:23]4([CH2:27][C:28]#[N:29])[CH2:26][NH:25][CH2:24]4)[CH:22]=3)[C:12]=2[CH:11]=[CH:10]1.Br[C:33]1[CH:42]=[CH:41][C:36]([C:37]([O:39][CH3:40])=[O:38])=[CH:35][CH:34]=1.C(=O)([O-])[O-].[Cs+].[Cs+].C1(PC2C=CC=CC=2)C=CC=CC=1. (2) Given the product [Cl:25][C:26]1[CH:27]=[CH:28][C:29]([CH2:32][CH2:33][CH2:34][C@H:35]([NH:3][C:6]([O:54][CH2:47][C:48]2[CH:53]=[CH:52][CH:51]=[CH:50][CH:49]=2)=[O:15])[CH2:39][C:40]([O:42][C:43]([CH3:44])([CH3:45])[CH3:46])=[O:41])=[CH:30][CH:31]=1, predict the reactants needed to synthesize it. The reactants are: C([N:3]([CH2:6]C)CC)C.C1(P(N=[N+]=[N-])(C2C=CC=CC=2)=[O:15])C=CC=CC=1.[Cl:25][C:26]1[CH:31]=[CH:30][C:29]([CH2:32][CH2:33][CH2:34][CH:35]([CH2:39][C:40]([O:42][C:43]([CH3:46])([CH3:45])[CH3:44])=[O:41])C(O)=O)=[CH:28][CH:27]=1.[CH2:47]([OH:54])[C:48]1[CH:53]=[CH:52][CH:51]=[CH:50][CH:49]=1. (3) Given the product [Cl:1][C:2]1[N:3]=[N:4][C:5]([CH2:8][CH3:9])=[CH:6][CH:7]=1, predict the reactants needed to synthesize it. The reactants are: [Cl:1][C:2]1[N:3]=[N:4][C:5]([CH:8]=[CH2:9])=[CH:6][CH:7]=1. (4) The reactants are: [CH3:1][C:2]1[N:6]([CH3:7])[C:5]([C:8]2[CH:9]=[C:10]([NH:14][C:15]([NH2:17])=[S:16])[CH:11]=[CH:12][CH:13]=2)=[CH:4][N:3]=1.Br[CH:19]([C:22]1[CH:27]=[CH:26][CH:25]=[CH:24][CH:23]=1)[CH:20]=O.C(OCC)(=O)C.C(=O)([O-])[O-].[K+].[K+]. Given the product [CH3:1][C:2]1[N:6]([CH3:7])[C:5]([C:8]2[CH:9]=[C:10]([NH:14][C:15]3[S:16][C:19]([C:22]4[CH:27]=[CH:26][CH:25]=[CH:24][CH:23]=4)=[CH:20][N:17]=3)[CH:11]=[CH:12][CH:13]=2)=[CH:4][N:3]=1, predict the reactants needed to synthesize it. (5) Given the product [CH3:1][O:2][C:3]1[CH:4]=[C:5]([C@H:11]([NH:13][C:14]2[N:19]=[C:18]([N:20]3[C@@H:24]([CH:25]([CH3:27])[CH3:26])[CH2:23][O:22][C:21]3=[O:28])[CH:17]=[CH:16][N:15]=2)[CH3:12])[CH:6]=[CH:7][C:8]=1[O:9][CH3:10].[CH3:1][O:2][C:3]1[CH:4]=[C:5]([C@@H:11]([NH:13][C:14]2[N:19]=[C:18]([N:20]3[C@@H:24]([CH:25]([CH3:27])[CH3:26])[CH2:23][O:22][C:21]3=[O:28])[CH:17]=[CH:16][N:15]=2)[CH3:12])[CH:6]=[CH:7][C:8]=1[O:9][CH3:10], predict the reactants needed to synthesize it. The reactants are: [CH3:1][O:2][C:3]1[CH:4]=[C:5]([CH:11]([NH:13][C:14]2[N:19]=[C:18]([N:20]3[C@@H:24]([CH:25]([CH3:27])[CH3:26])[CH2:23][O:22][C:21]3=[O:28])[CH:17]=[CH:16][N:15]=2)[CH3:12])[CH:6]=[CH:7][C:8]=1[O:9][CH3:10].CC(O)C. (6) Given the product [C:16]([O:15][C:13]([N:1]([C:13]([O:15][C:16]([CH3:19])([CH3:18])[CH3:17])=[O:14])[C:2]1[C:3]([C:9]([O:11][CH3:12])=[O:10])=[N:4][C:5]([Br:8])=[CH:6][N:7]=1)=[O:14])([CH3:19])([CH3:18])[CH3:17], predict the reactants needed to synthesize it. The reactants are: [NH2:1][C:2]1[C:3]([C:9]([O:11][CH3:12])=[O:10])=[N:4][C:5]([Br:8])=[CH:6][N:7]=1.[C:13](O[C:13]([O:15][C:16]([CH3:19])([CH3:18])[CH3:17])=[O:14])([O:15][C:16]([CH3:19])([CH3:18])[CH3:17])=[O:14]. (7) Given the product [C:23]([O:26][CH:7]([CH3:8])[CH3:9])(=[O:25])[CH3:24].[C:27]([O:26][CH:23]([CH2:1][CH3:2])[CH3:24])(=[O:29])[CH3:28], predict the reactants needed to synthesize it. The reactants are: [CH:1](N([CH:7]([CH3:9])[CH3:8])CC)(C)[CH3:2].CN(C1C=CC=CN=1)C.C(Cl)(=O)C.[C:23]([O:26][C:27](=[O:29])[CH3:28])(=[O:25])[CH3:24].